Dataset: Reaction yield outcomes from USPTO patents with 853,638 reactions. Task: Predict the reaction yield, written as a fraction of the theoretical maximum amount of product (1.0 means a 100% yield; for example, 0.34 means a 34% yield). The reactants are [F:1][C:2]1[CH:7]=[CH:6][C:5]([OH:8])=[CH:4][CH:3]=1.[C:9](O)([CH3:12])([CH3:11])[CH3:10].S(=O)(=O)(O)O. The catalyst is C(Cl)Cl. The product is [C:9]([C:6]1[CH:7]=[C:2]([F:1])[CH:3]=[CH:4][C:5]=1[OH:8])([CH3:12])([CH3:11])[CH3:10]. The yield is 0.420.